From a dataset of Forward reaction prediction with 1.9M reactions from USPTO patents (1976-2016). Predict the product of the given reaction. (1) Given the reactants [CH3:1][O:2][C:3]1[C:4]([CH2:12][N:13]([CH3:15])[CH3:14])=[C:5]2[C:9](=[CH:10][CH:11]=1)[NH:8][CH:7]=[CH:6]2.CN(C=O)C.[F:21][C:22]1[CH:27]=[CH:26][C:25]([F:28])=[CH:24][C:23]=1[S:29](Cl)(=[O:31])=[O:30], predict the reaction product. The product is: [F:21][C:22]1[CH:27]=[CH:26][C:25]([F:28])=[CH:24][C:23]=1[S:29]([N:8]1[C:9]2[C:5](=[C:4]([CH2:12][N:13]([CH3:14])[CH3:15])[C:3]([O:2][CH3:1])=[CH:11][CH:10]=2)[CH:6]=[CH:7]1)(=[O:31])=[O:30]. (2) Given the reactants [Cl:1][C:2]1[N:7]=[C:6](Cl)[CH:5]=[CH:4][N:3]=1.[CH3:9][O-:10].[Na+], predict the reaction product. The product is: [Cl:1][C:2]1[N:7]=[C:6]([O:10][CH3:9])[CH:5]=[CH:4][N:3]=1. (3) Given the reactants [CH2:1]([C:5]1[NH:6][C:7](=[O:20])[N:8]([C:10]2[CH:15]=[CH:14][CH:13]=[CH:12][C:11]=2[C:16]([F:19])([F:18])[F:17])[CH:9]=1)[CH:2]([CH3:4])[CH3:3].Br[CH2:22][CH:23]1[CH2:25][CH2:24]1, predict the reaction product. The product is: [CH:23]1([CH2:22][N:6]2[C:5]([CH2:1][CH:2]([CH3:4])[CH3:3])=[CH:9][N:8]([C:10]3[CH:15]=[CH:14][CH:13]=[CH:12][C:11]=3[C:16]([F:19])([F:17])[F:18])[C:7]2=[O:20])[CH2:25][CH2:24]1.